Dataset: Catalyst prediction with 721,799 reactions and 888 catalyst types from USPTO. Task: Predict which catalyst facilitates the given reaction. (1) Reactant: [F:1][C:2]([F:32])([F:31])[C:3]1[CH:4]=[C:5]([CH:24]=[C:25]([C:27]([F:30])([F:29])[F:28])[CH:26]=1)[C:6]([N:8]1[CH2:13][CH2:12][NH:11][CH2:10][C@H:9]1[CH2:14][C:15]1[C:23]2[C:18](=[CH:19][CH:20]=[CH:21][CH:22]=2)[NH:17][CH:16]=1)=[O:7].Cl[CH2:34][C:35]#[C:36][C:37]1[CH:38]=[N:39][CH:40]=[CH:41][CH:42]=1.C(=O)([O-])[O-].[K+].[K+].O. Product: [F:30][C:27]([F:28])([F:29])[C:25]1[CH:24]=[C:5]([CH:4]=[C:3]([C:2]([F:1])([F:31])[F:32])[CH:26]=1)[C:6]([N:8]1[CH2:13][CH2:12][N:11]([CH2:34][C:35]#[C:36][C:37]2[CH:38]=[N:39][CH:40]=[CH:41][CH:42]=2)[CH2:10][C@H:9]1[CH2:14][C:15]1[C:23]2[C:18](=[CH:19][CH:20]=[CH:21][CH:22]=2)[NH:17][CH:16]=1)=[O:7]. The catalyst class is: 9. (2) Reactant: [C:1]([O:5][C:6]([NH:8][C:9]1[C:10]([C:17]2[CH:22]=[CH:21][C:20]([N+:23]([O-])=O)=[CH:19][CH:18]=2)=[C:11]([C:14]([NH2:16])=[O:15])[NH:12][CH:13]=1)=[O:7])([CH3:4])([CH3:3])[CH3:2].[H][H]. Product: [C:1]([O:5][C:6]([NH:8][C:9]1[C:10]([C:17]2[CH:22]=[CH:21][C:20]([NH2:23])=[CH:19][CH:18]=2)=[C:11]([C:14]([NH2:16])=[O:15])[NH:12][CH:13]=1)=[O:7])([CH3:4])([CH3:2])[CH3:3]. The catalyst class is: 19. (3) Reactant: C[O:2][C:3](=[O:25])[CH:4]([C:11]1[CH:16]=[CH:15][C:14]([S:17]([CH3:20])(=[O:19])=[O:18])=[C:13]([C:21]([F:24])([F:23])[F:22])[CH:12]=1)[CH2:5][CH:6]1[CH2:10][CH2:9][CH2:8][CH2:7]1.[OH-].[Li+]. Product: [CH:6]1([CH2:5][CH:4]([C:11]2[CH:16]=[CH:15][C:14]([S:17]([CH3:20])(=[O:19])=[O:18])=[C:13]([C:21]([F:24])([F:22])[F:23])[CH:12]=2)[C:3]([OH:25])=[O:2])[CH2:10][CH2:9][CH2:8][CH2:7]1. The catalyst class is: 30. (4) Reactant: [CH2:1]([O:3][C:4]([N:6]1[C:15]2[C:10](=[CH:11][C:12]([C:16]([F:19])([F:18])[F:17])=[CH:13][CH:14]=2)[C@@H:9](O)[CH2:8][C@H:7]1[CH2:21][CH3:22])=[O:5])[CH3:2].N1C=CC=CC=1.P(Br)(Br)[Br:30]. Product: [CH2:1]([O:3][C:4]([N:6]1[C:15]2[C:10](=[CH:11][C:12]([C:16]([F:19])([F:18])[F:17])=[CH:13][CH:14]=2)[CH:9]([Br:30])[CH2:8][C@H:7]1[CH2:21][CH3:22])=[O:5])[CH3:2]. The catalyst class is: 4. (5) Reactant: [Cl:1][C:2]1[N:7]=[CH:6][C:5]([OH:8])=[CH:4][N:3]=1.C(=O)([O-])[O-].[K+].[K+].CN(C)C=O.CS(O[CH2:25][C:26]1[C:31]([F:32])=[C:30]([O:33][CH3:34])[CH:29]=[C:28]([O:35][CH3:36])[C:27]=1[F:37])(=O)=O. Product: [Cl:1][C:2]1[N:7]=[CH:6][C:5]([O:8][CH2:25][C:26]2[C:27]([F:37])=[C:28]([O:35][CH3:36])[CH:29]=[C:30]([O:33][CH3:34])[C:31]=2[F:32])=[CH:4][N:3]=1. The catalyst class is: 6.